From a dataset of Full USPTO retrosynthesis dataset with 1.9M reactions from patents (1976-2016). Predict the reactants needed to synthesize the given product. (1) Given the product [CH2:1]([N:5]([Li:14])[CH2:6][CH2:7][CH2:8][CH3:9])[CH2:2][CH2:3][CH3:4], predict the reactants needed to synthesize it. The reactants are: [CH2:1]([NH:5][CH2:6][CH2:7][CH2:8][CH3:9])[CH2:2][CH2:3][CH3:4].C([Li:14])CCC.O1CCCC1. (2) The reactants are: C[O:2][C:3](=[O:25])[CH2:4][CH2:5][CH2:6][CH2:7][N:8]1[C:17]([C:18]2[CH:23]=[CH:22][C:21]([Cl:24])=[CH:20][CH:19]=2)=[C:16]2[C:10]([CH2:11][CH2:12][NH:13][CH2:14][CH2:15]2)=[N:9]1.[OH-].[Na+]. Given the product [Cl:24][C:21]1[CH:22]=[CH:23][C:18]([C:17]2[N:8]([CH2:7][CH2:6][CH2:5][CH2:4][C:3]([OH:25])=[O:2])[N:9]=[C:10]3[C:16]=2[CH2:15][CH2:14][NH:13][CH2:12][CH2:11]3)=[CH:19][CH:20]=1, predict the reactants needed to synthesize it. (3) Given the product [CH2:5]([C:9]1[N:10]([CH2:23][C:24]2[CH:25]=[CH:26][C:27]([C:30]3[C:31]([C:36]#[N:37])=[CH:32][CH:33]=[CH:34][CH:35]=3)=[CH:28][CH:29]=2)[C:11]([CH2:21][OH:22])=[C:12]([C:14]2[CH:15]=[CH:16][C:17]([F:20])=[CH:18][CH:19]=2)[N:13]=1)[CH2:6][CH2:7][CH3:8], predict the reactants needed to synthesize it. The reactants are: [BH4-].[Na+].CO.[CH2:5]([C:9]1[N:10]([CH2:23][C:24]2[CH:29]=[CH:28][C:27]([C:30]3[C:31]([C:36]#[N:37])=[CH:32][CH:33]=[CH:34][CH:35]=3)=[CH:26][CH:25]=2)[C:11]([CH:21]=[O:22])=[C:12]([C:14]2[CH:19]=[CH:18][C:17]([F:20])=[CH:16][CH:15]=2)[N:13]=1)[CH2:6][CH2:7][CH3:8]. (4) Given the product [Cl:11][C:12]1[CH:13]=[CH:14][C:15]([S:18]([C:21]2[C:22]([CH2:29][CH2:30][C:31]([OH:33])=[O:32])=[C:23](/[CH:27]=[C:3]3\[C:2](=[O:10])[NH:1][C:9]4[C:4]\3=[CH:5][CH:6]=[CH:7][CH:8]=4)[NH:24][C:25]=2[CH3:26])(=[O:19])=[O:20])=[CH:16][CH:17]=1, predict the reactants needed to synthesize it. The reactants are: [NH:1]1[C:9]2[C:4](=[CH:5][CH:6]=[CH:7][CH:8]=2)[CH2:3][C:2]1=[O:10].[Cl:11][C:12]1[CH:17]=[CH:16][C:15]([S:18]([C:21]2[C:22]([CH2:29][CH2:30][C:31]([OH:33])=[O:32])=[C:23]([CH:27]=O)[NH:24][C:25]=2[CH3:26])(=[O:20])=[O:19])=[CH:14][CH:13]=1.N1CCCCC1. (5) Given the product [NH2:21][C@@H:8]([CH2:7][CH:1]1[CH2:2][CH2:3][CH2:4][CH2:5][CH2:6]1)[CH2:9][N:10]([CH3:20])[C:11](=[O:12])[O:13][CH2:14][CH2:15][Si:16]([CH3:18])([CH3:19])[CH3:17], predict the reactants needed to synthesize it. The reactants are: [CH:1]1([CH2:7][C@H:8]([NH:21]C(=O)OC(C)(C)C)[CH2:9][N:10]([CH3:20])[C:11]([O:13][CH2:14][CH2:15][Si:16]([CH3:19])([CH3:18])[CH3:17])=[O:12])[CH2:6][CH2:5][CH2:4][CH2:3][CH2:2]1.C(OCC)C.CC1C=CC(S(O)(=O)=O)=CC=1. (6) Given the product [ClH:29].[NH:19]=[C:17]([NH:18][S:26]([CH2:23][CH2:24][CH3:25])(=[O:28])=[O:27])[NH:16][CH2:15][CH2:14][CH2:13][C@@H:12]([C:20]([N:30]1[CH2:34][CH2:33][CH2:32][CH2:31]1)=[O:22])[NH2:11], predict the reactants needed to synthesize it. The reactants are: C(OC([NH:11][C@H:12]([C:20]([OH:22])=O)[CH2:13][CH2:14][CH2:15][NH:16][C:17](=[NH:19])[NH2:18])=O)C1C=CC=CC=1.[CH2:23]([S:26]([Cl:29])(=[O:28])=[O:27])[CH2:24][CH3:25].[NH:30]1[CH2:34][CH2:33][CH2:32][CH2:31]1. (7) The reactants are: F[C:2]1[CH:7]=[CH:6][CH:5]=[CH:4][C:3]=1[S:8]([NH:11][C:12]1[CH:21]=[CH:20][C:19]2[CH2:18][CH2:17][CH2:16][CH2:15][C:14]=2[C:13]=1[C:22]([O:24]C)=[O:23])(=[O:10])=[O:9].C(N(CC)CC)C.[CH2:33]([N:35]([CH2:40][CH3:41])[CH2:36][CH2:37][CH2:38][NH2:39])[CH3:34].Cl. Given the product [CH2:33]([N:35]([CH2:40][CH3:41])[CH2:36][CH2:37][CH2:38][NH:39][C:2]1[CH:7]=[CH:6][CH:5]=[CH:4][C:3]=1[S:8]([NH:11][C:12]1[CH:21]=[CH:20][C:19]2[CH2:18][CH2:17][CH2:16][CH2:15][C:14]=2[C:13]=1[C:22]([OH:24])=[O:23])(=[O:10])=[O:9])[CH3:34], predict the reactants needed to synthesize it. (8) Given the product [C:15]([O:14][C:12]([N:10]1[CH2:11][CH:8]([C:3]2[C:2]([N:22]3[CH2:23][CH2:24][CH:20]([CH3:19])[CH2:21]3)=[N:7][CH:6]=[CH:5][N:4]=2)[CH2:9]1)=[O:13])([CH3:18])([CH3:17])[CH3:16], predict the reactants needed to synthesize it. The reactants are: Cl[C:2]1[C:3]([CH:8]2[CH2:11][N:10]([C:12]([O:14][C:15]([CH3:18])([CH3:17])[CH3:16])=[O:13])[CH2:9]2)=[N:4][CH:5]=[CH:6][N:7]=1.[CH3:19][CH:20]1[CH2:24][CH2:23][NH:22][CH2:21]1.CCN(CC)CC.